Dataset: Forward reaction prediction with 1.9M reactions from USPTO patents (1976-2016). Task: Predict the product of the given reaction. (1) Given the reactants C(OC(=O)[NH:7][C:8]1[CH:13]=[C:12]([O:14][CH2:15][CH3:16])[C:11]([C:17]([F:20])([F:19])[F:18])=[CH:10][C:9]=1[NH:21][C:22](=[O:38])[CH2:23][C:24]([C:26]1[CH:31]=[CH:30][N:29]=[C:28]([C:32]2[CH:33]=[N:34][CH:35]=[CH:36][CH:37]=2)[CH:27]=1)=O)(C)(C)C.C(O)(C(F)(F)F)=O, predict the reaction product. The product is: [N:29]1[CH:30]=[CH:31][C:26]([C:24]2[CH2:23][C:22](=[O:38])[NH:21][C:9]3[CH:10]=[C:11]([C:17]([F:20])([F:19])[F:18])[C:12]([O:14][CH2:15][CH3:16])=[CH:13][C:8]=3[N:7]=2)=[CH:27][C:28]=1[C:32]1[CH:33]=[N:34][CH:35]=[CH:36][CH:37]=1. (2) Given the reactants CC1CC(=O)CC(C)N1.C(OC(OC(C)(C)C)=O)(OC(C)(C)C)=O.[OH-].[Na+].[CH3:27][CH:28]1[CH2:33][C:32](=[O:34])[CH2:31][CH:30]([CH3:35])[N:29]1[C:36]([O:38][C:39]([CH3:42])([CH3:41])[CH3:40])=[O:37], predict the reaction product. The product is: [CH3:27][C@H:28]1[CH2:33][C:32](=[O:34])[CH2:31][C@H:30]([CH3:35])[N:29]1[C:36]([O:38][C:39]([CH3:41])([CH3:40])[CH3:42])=[O:37]. (3) Given the reactants [C:1]([C:3]1[CH:4]=[C:5]([NH:13][C:14]([CH:16]2[CH2:25][CH2:24][C:23]3[C:18](=[CH:19][C:20]([O:26][C:27]4[CH:32]=[CH:31][N:30]=[C:29]([C:33]([N:35]5[CH2:39][CH2:38][CH2:37][CH2:36]5)=[O:34])[CH:28]=4)=[CH:21][CH:22]=3)[CH2:17]2)=[O:15])[CH:6]=[C:7]([C:9]([F:12])([F:11])[F:10])[CH:8]=1)#[N:2], predict the reaction product. The product is: [NH2:2][CH2:1][C:3]1[CH:4]=[C:5]([NH:13][C:14]([CH:16]2[CH2:25][CH2:24][C:23]3[C:18](=[CH:19][C:20]([O:26][C:27]4[CH:32]=[CH:31][N:30]=[C:29]([C:33]([N:35]5[CH2:36][CH2:37][CH2:38][CH2:39]5)=[O:34])[CH:28]=4)=[CH:21][CH:22]=3)[CH2:17]2)=[O:15])[CH:6]=[C:7]([C:9]([F:11])([F:12])[F:10])[CH:8]=1. (4) Given the reactants [CH:1]([O:4][CH2:5][C@H:6]([NH:25]C(=O)OCC1C=CC=CC=1)[CH2:7][O:8][C:9]1[CH:10]=[CH:11][C:12]2[C:21]3[C:16](=[CH:17][N:18]=[CH:19][CH:20]=3)[C:15](=[O:22])[N:14]([CH3:23])[C:13]=2[CH:24]=1)([CH3:3])[CH3:2].N#N, predict the reaction product. The product is: [NH2:25][C@@H:6]([CH2:5][O:4][CH:1]([CH3:3])[CH3:2])[CH2:7][O:8][C:9]1[CH:10]=[CH:11][C:12]2[C:21]3[C:16](=[CH:17][N:18]=[CH:19][CH:20]=3)[C:15](=[O:22])[N:14]([CH3:23])[C:13]=2[CH:24]=1. (5) Given the reactants Cl[C:2]1[N:7]=[C:6]([NH2:8])[CH:5]=[C:4]([Cl:9])[N:3]=1.Cl.[CH2:11]([NH2:13])[CH3:12].CCN(CC)CC, predict the reaction product. The product is: [NH2:8][C:6]1[CH:5]=[C:4]([Cl:9])[N:3]=[C:2]([NH:13][CH2:11][CH3:12])[N:7]=1. (6) Given the reactants [Br:1][CH:2]([CH2:6][CH2:7][CH2:8][CH3:9])[C:3]([OH:5])=[O:4].[NH2:10][C:11]1[S:12][CH:13]=[CH:14][N:15]=1.[NH:16]1[C:24]2[C:19](=[CH:20][CH:21]=[CH:22][CH:23]=2)[CH2:18][CH2:17]1, predict the reaction product. The product is: [Br:1][CH:2]([CH2:6][CH2:7][CH2:8][CH2:9][CH3:17])[C:3]([NH:10][C:11]1[S:12][CH:13]=[CH:14][N:15]=1)=[O:5].[N:16]1([CH:2]([CH2:6][CH2:7][CH2:8][CH3:9])[C:3]([NH:10][C:11]2[S:12][CH:13]=[CH:14][N:15]=2)=[O:4])[C:24]2[C:19](=[CH:20][CH:21]=[CH:22][CH:23]=2)[CH2:18][CH2:17]1. (7) Given the reactants C([O:3][C:4](=[O:15])[CH2:5][C@@H:6]([C:13]#[N:14])[CH2:7][C@H:8]([CH3:12])[CH2:9][CH2:10][CH3:11])C.Cl[O-].[Na+].O.[Na+].C([C@@H](C[C@H](C)CCC)CC([O-])=O)#N, predict the reaction product. The product is: [NH2:14][CH2:13][CH:6]([CH2:7][CH:8]([CH3:12])[CH2:9][CH2:10][CH3:11])[CH2:5][C:4]([OH:15])=[O:3].